From a dataset of HIV replication inhibition screening data with 41,000+ compounds from the AIDS Antiviral Screen. Binary Classification. Given a drug SMILES string, predict its activity (active/inactive) in a high-throughput screening assay against a specified biological target. The molecule is CN1C(=O)C(Cl)(C(Cl)(Cl)S(=O)(=O)O)C(=O)c2ccccc21.c1ccncc1. The result is 0 (inactive).